From a dataset of Reaction yield outcomes from USPTO patents with 853,638 reactions. Predict the reaction yield, written as a fraction of the theoretical maximum amount of product (1.0 means a 100% yield; for example, 0.34 means a 34% yield). (1) The reactants are [F:1][C:2]1[CH:7]=[C:6]([S:8][CH3:9])[CH:5]=[CH:4][C:3]=1[NH:10][C:11]1[C:12]([C:19]([O:21]C)=O)=[N:13][N:14]([CH3:18])[C:15](=[O:17])[CH:16]=1.[CH:23]([O:25][CH2:26][CH2:27][O:28][NH2:29])=[CH2:24].[Li+].C[Si]([N-][Si](C)(C)C)(C)C. The catalyst is C1COCC1. The product is [F:1][C:2]1[CH:7]=[C:6]([S:8][CH3:9])[CH:5]=[CH:4][C:3]=1[NH:10][C:11]1[C:12]([C:19]([NH:29][O:28][CH2:27][CH2:26][O:25][CH:23]=[CH2:24])=[O:21])=[N:13][N:14]([CH3:18])[C:15](=[O:17])[CH:16]=1. The yield is 0.990. (2) The product is [Cl:1][C:2]1[N:7]=[C:6]([C:8]([NH2:22])=[O:9])[C:5]([NH:13][CH2:14][CH2:15][N:16]2[CH2:21][CH2:20][O:19][CH2:18][CH2:17]2)=[CH:4][N:3]=1. No catalyst specified. The reactants are [Cl:1][C:2]1[N:7]=[C:6]([C:8](OCC)=[O:9])[C:5]([NH:13][CH2:14][CH2:15][N:16]2[CH2:21][CH2:20][O:19][CH2:18][CH2:17]2)=[CH:4][N:3]=1.[NH3:22]. The yield is 0.900. (3) The reactants are [F:1][C:2]1[CH:7]=[CH:6][C:5]([C:8]2[C:12]([C:13]3[CH:14]=[CH:15][C:16]4[N:17]([CH:19]=[C:20]([NH:22]C(=O)C)[N:21]=4)[N:18]=3)=[C:11]([C:26]3[CH:31]=[CH:30][N:29]=[CH:28][CH:27]=3)[N:10]([CH3:32])[N:9]=2)=[CH:4][CH:3]=1.Cl.O1CCOCC1. The catalyst is CO. The product is [F:1][C:2]1[CH:7]=[CH:6][C:5]([C:8]2[C:12]([C:13]3[CH:14]=[CH:15][C:16]4[N:17]([CH:19]=[C:20]([NH2:22])[N:21]=4)[N:18]=3)=[C:11]([C:26]3[CH:31]=[CH:30][N:29]=[CH:28][CH:27]=3)[N:10]([CH3:32])[N:9]=2)=[CH:4][CH:3]=1. The yield is 0.830. (4) The reactants are [NH2:1][C:2]1[CH:3]=[CH:4][CH:5]=[C:6]2[C:11]=1[CH:10]=[N:9][C:8]([NH:12][C:13]1[N:14]=[CH:15][C:16]([C:19]#[N:20])=[N:17][CH:18]=1)=[CH:7]2.[CH3:21][O:22][CH2:23][CH2:24][C:25](O)=[O:26].O.ON1C2C=CC=CC=2N=N1.C(N(C(C)C)CC)(C)C.Cl.C(N=C=NCCCN(C)C)C. The catalyst is CN(C=O)C. The product is [C:19]([C:16]1[N:17]=[CH:18][C:13]([NH:12][C:8]2[N:9]=[CH:10][C:11]3[C:6]([CH:7]=2)=[CH:5][CH:4]=[CH:3][C:2]=3[NH:1][C:25](=[O:26])[CH2:24][CH2:23][O:22][CH3:21])=[N:14][CH:15]=1)#[N:20]. The yield is 0.120. (5) The reactants are C[O:2][C:3](=[O:12])[C:4]1[CH:9]=[C:8]([NH2:10])[CH:7]=[CH:6][C:5]=1[Cl:11].Cl.[N:14]([O-])=O.[Na+].[C:18]([O-:21])(=[O:20])[CH3:19].[Na+].C([O:25][C:26](=O)[NH:27][C:28](=[O:38])C[C:28]([NH:27][C:26]([O:25]CC)=O)=[O:38])C.S(=O)(=O)(O)O. The catalyst is C(O)(=O)C.O. The product is [C:3]([C:4]1[CH:9]=[C:8]([N:10]2[C:28](=[O:38])[NH:27][C:26](=[O:25])[C:19]([C:18]([OH:21])=[O:20])=[N:14]2)[CH:7]=[CH:6][C:5]=1[Cl:11])([OH:2])=[O:12]. The yield is 0.460. (6) The reactants are [C:1]1([S:7][C:8]2[CH:9]=[C:10]([CH2:14]O)[CH:11]=[CH:12][CH:13]=2)[CH:6]=[CH:5][CH:4]=[CH:3][CH:2]=1.[C:16]1(=[O:26])[NH:20][C:19](=[O:21])[C:18]2=[CH:22][CH:23]=[CH:24][CH:25]=[C:17]12.CCOC(/N=N/C(OCC)=O)=O.C1(P(C2C=CC=CC=2)C2C=CC=CC=2)C=CC=CC=1. The yield is 0.370. The catalyst is O1CCCC1.O. The product is [C:1]1([S:7][C:8]2[CH:9]=[C:10]([CH:11]=[CH:12][CH:13]=2)[CH2:14][N:20]2[C:16](=[O:26])[C:17]3[C:18](=[CH:22][CH:23]=[CH:24][CH:25]=3)[C:19]2=[O:21])[CH:2]=[CH:3][CH:4]=[CH:5][CH:6]=1. (7) The reactants are [CH2:1]([O:8][C:9]1[C:13]([O:14][CH2:15][C:16]2[CH:21]=[CH:20][CH:19]=[CH:18][CH:17]=2)=[C:12]([C:22]([NH2:24])=O)[N:11]([C:25]2[CH:30]=[CH:29][C:28]([O:31][CH3:32])=[CH:27][CH:26]=2)[C:10]=1[C:33]([NH2:35])=O)[C:2]1[CH:7]=[CH:6][CH:5]=[CH:4][CH:3]=1.[Cl-].[NH4+].C(N(CC)CC)C.FC(F)(F)C(OC(=O)C(F)(F)F)=O. The catalyst is C(Cl)Cl. The product is [CH2:15]([O:14][C:13]1[C:9]([O:8][CH2:1][C:2]2[CH:7]=[CH:6][CH:5]=[CH:4][CH:3]=2)=[C:10]([C:33]#[N:35])[N:11]([C:25]2[CH:30]=[CH:29][C:28]([O:31][CH3:32])=[CH:27][CH:26]=2)[C:12]=1[C:22]#[N:24])[C:16]1[CH:21]=[CH:20][CH:19]=[CH:18][CH:17]=1. The yield is 0.970. (8) The reactants are [C:1]([O:5][C:6](=[O:21])[NH:7][CH:8]1[CH2:17][CH2:16][C:15]2[C:10](=[C:11]([N:18]=[C:19]=S)[CH:12]=[CH:13][CH:14]=2)[CH2:9]1)([CH3:4])([CH3:3])[CH3:2].C(OC1CC2C(CC=1)=CC=CC=2N=C=S)C.[N:38]([CH2:41][C:42]([C:44]1[CH:49]=[CH:48][C:47]([C:50]([F:53])([F:52])[F:51])=[CH:46][CH:45]=1)=[O:43])=[N+]=[N-]. No catalyst specified. The product is [C:1]([O:5][C:6](=[O:21])[NH:7][CH:8]1[CH2:17][CH2:16][C:15]2[C:10](=[C:11]([NH:18][C:19]3[O:43][C:42]([C:44]4[CH:49]=[CH:48][C:47]([C:50]([F:51])([F:52])[F:53])=[CH:46][CH:45]=4)=[CH:41][N:38]=3)[CH:12]=[CH:13][CH:14]=2)[CH2:9]1)([CH3:4])([CH3:3])[CH3:2]. The yield is 0.370. (9) The reactants are Br.[NH2:2][C:3]1[C:4]([OH:17])=[C:5]([C:9]2[S:13][C:12]([C:14]([OH:16])=[O:15])=[CH:11][CH:10]=2)[CH:6]=[CH:7][CH:8]=1.[N:18]([O-])=O.[Na+].[CH3:22][C:23]1[CH2:24][C:25](=[O:38])[N:26]([C:28]2[CH:29]=[C:30]3[C:34](=[CH:35][CH:36]=2)[CH2:33][CH2:32][CH:31]3[CH3:37])[N:27]=1.C(=O)(O)[O-].[Na+]. The catalyst is Cl. The product is [OH:17][C:4]1[C:3]([NH:2][N:18]=[C:24]2[C:25](=[O:38])[N:26]([C:28]3[CH:29]=[C:30]4[C:34](=[CH:35][CH:36]=3)[CH2:33][CH2:32][CH:31]4[CH3:37])[N:27]=[C:23]2[CH3:22])=[CH:8][CH:7]=[CH:6][C:5]=1[C:9]1[S:13][C:12]([C:14]([OH:16])=[O:15])=[CH:11][CH:10]=1. The yield is 0.190. (10) The reactants are [Cl:1][C:2]1[N:10]=[C:9]2[C:5]([N:6]=[CH:7][N:8]2[CH3:11])=[C:4]([N:12]2[CH2:17][CH2:16][O:15][CH2:14][CH2:13]2)[N:3]=1.CN(C)CCN(C)C.C([Li])CCC.[O:31]=[C:32]1[CH2:37][CH2:36][CH2:35][N:34]([C:38]([O:40][C:41]([CH3:44])([CH3:43])[CH3:42])=[O:39])[CH2:33]1. The catalyst is O1CCCC1. The product is [Cl:1][C:2]1[N:10]=[C:9]2[C:5]([N:6]=[C:7]([C:32]3([OH:31])[CH2:37][CH2:36][CH2:35][N:34]([C:38]([O:40][C:41]([CH3:43])([CH3:42])[CH3:44])=[O:39])[CH2:33]3)[N:8]2[CH3:11])=[C:4]([N:12]2[CH2:17][CH2:16][O:15][CH2:14][CH2:13]2)[N:3]=1. The yield is 1.00.